This data is from Experimentally validated miRNA-target interactions with 360,000+ pairs, plus equal number of negative samples. The task is: Binary Classification. Given a miRNA mature sequence and a target amino acid sequence, predict their likelihood of interaction. (1) The miRNA is hsa-miR-7977 with sequence UUCCCAGCCAACGCACCA. The protein sequence of the target gene is MVLYTTPFPNSCLSALHCVSWALIFPCYWLVDRLAASFIPTTYEKRQRADDPCCLQLLCTALFTPIYLALLVASLPFAFLGFLFWSPLQSARRPYIYSRLEDKGLAGGAALLSEWKGTGPGKSFCFATANVCLLPDSLARVNNLFNTQARAKEIGQRIRNGAARPQIKIYIDSPTNTSISAASFSSLVSPQGGDGVARAVPGSIKRTASVEYKGDGGRHPGDEAANGPASGDPVDSSSPEDACIVRIGGEEGGRPPEADDPVPGGQARNGAGGGPRGQTPNHNQQDGDSGSLGSPSASRE.... Result: 0 (no interaction). (2) The miRNA is mmu-miR-142a-3p with sequence UGUAGUGUUUCCUACUUUAUGGA. The protein sequence of the target gene is MGNTTSCCVSSSPKLRRNAHSRLESYRPDTDLSREDTGCNLQHISDRENIDDLNMEFNPSDHPRASTIFLSKSQTDVREKRKSLFINHHPPGQTSRKYSSCSTIFLDDSTVSQPNLKYTIKCVALAIYYHIKNRDPDGRMLLDIFDENLHPLSKSEVPPDYDKHNPEQKQIYRFVRTLFSAAQLTAECAIVTLVYLERLLTYAEIDICPANWKRIVLGAILLASKVWDDQAVWNVDYCQILKDITVEDMNELERQFLELLQFNINVPSSVYAKYYFDLRSLAEANNLSFPLEPLSRERAH.... Result: 0 (no interaction). (3) The miRNA is hsa-miR-615-3p with sequence UCCGAGCCUGGGUCUCCCUCUU. The protein sequence of the target gene is MTTMKNRSQDDMVTGTLPKLKSSKEWLEPQSLSFMEALAKEDTDAAVQSILYRENYIMKELDKYLHHQDFLNTRRKEMLYKKWVERVADPLQKKIIEKVHSHKNIKKRRRQELDNFLKHSNKKGNAFIEHYDPKEYDPFYMSKEDPNFLKVIMPPFRDPLKKAQYDQDDEKRTLLQCETGKIYTMKEFKEIEKAQLHSRFPSISNSRQSMTPNGWLKVPMSYIESEFCKKSR. Result: 0 (no interaction). (4) The miRNA is mmu-miR-7217-5p with sequence AACUUGUAUCUUGUGAGACAGAAGG. The protein sequence of the target gene is MEPSHKDAETAAAAAAVAAADPRGASSSSGVVVQVREKKGPLRAAIPYMPFPVAVICLFLNTFVPGLGTFVSAFTVLCGARTDLPDRHVCCVFWLNIAAALIQILTAIVMVGWIMSIFWGMDMVILAISQGYKEQGIPQQL. Result: 0 (no interaction). (5) The protein sequence of the target gene is MNVSDGGRRRFEDNEHTLRIYPGTISEGTIYCPIPARKNSTAAEVIDSLINRLHLDKTKCYVLAEVKEFGGEEWILNPTDCPVQRMMLWPRMALENRLSGEDYRFLLREKNLDGSIHYGSLQSWLRVTEERRRMMERGFLPQPQQKDFDDLCSLPDLNEKTLLENLRNRFKHEKIYTYVGSILIAINPFKFLPIYNPKYVKMYDNHQLGKLEPHIYAVADVAYHAMLQRKKNQCIVISGESGSGKTQSTNFLIHHLTALSQKGFASGVEQIILGAGPVLEAFGNAKTAHNNNSSRFGKFI.... Result: 1 (interaction). The miRNA is mmu-miR-1839-3p with sequence AGACCUACUUAUCUACCAACAGC.